Dataset: Catalyst prediction with 721,799 reactions and 888 catalyst types from USPTO. Task: Predict which catalyst facilitates the given reaction. (1) Reactant: [Cl:1][C:2]1[C:3]([C:35]([NH:37][CH2:38][CH:39]2[CH2:44][CH2:43][CH2:42][CH2:41][CH2:40]2)=[O:36])=[C:4]2[C:9](=[CH:10][CH:11]=1)[N:8]=[C:7]([N:12]1[CH2:16][CH2:15][C@H:14]([N:17]([S:24]([NH:27][C:28]([O:30]C(C)(C)C)=O)(=[O:26])=[O:25])[CH2:18]C(OCC)=O)[CH2:13]1)[CH:6]=[CH:5]2.FC(F)(F)C(O)=O. Product: [Cl:1][C:2]1[CH:11]=[CH:10][C:9]2[N:8]=[C:7]([N:12]3[CH2:16][CH2:15][C@H:14]([N:17]4[CH2:18][C:28](=[O:30])[NH:27][S:24]4(=[O:26])=[O:25])[CH2:13]3)[CH:6]=[CH:5][C:4]=2[C:3]=1[C:35]([NH:37][CH2:38][CH:39]1[CH2:44][CH2:43][CH2:42][CH2:41][CH2:40]1)=[O:36]. The catalyst class is: 4. (2) Reactant: [F:1][C:2]1[CH:3]=[C:4]([C:9]2([OH:14])[CH2:13][CH2:12][NH:11][CH2:10]2)[CH:5]=[C:6]([F:8])[CH:7]=1.C(=O)([O-])[O-].[Na+].[Na+].I[CH2:22][CH2:23][CH3:24].C(O)(=O)/C=C/C(O)=O. Product: [F:1][C:2]1[CH:3]=[C:4]([C:9]2([OH:14])[CH2:13][CH2:12][N:11]([CH2:22][CH2:23][CH3:24])[CH2:10]2)[CH:5]=[C:6]([F:8])[CH:7]=1. The catalyst class is: 10.